Dataset: P-glycoprotein inhibition data for predicting drug efflux from Broccatelli et al.. Task: Regression/Classification. Given a drug SMILES string, predict its absorption, distribution, metabolism, or excretion properties. Task type varies by dataset: regression for continuous measurements (e.g., permeability, clearance, half-life) or binary classification for categorical outcomes (e.g., BBB penetration, CYP inhibition). Dataset: pgp_broccatelli. (1) The drug is c1ccc(CNCc2ccccc2)cc1. The result is 0 (non-inhibitor). (2) The molecule is CCOc1cc2c(cc1OC)C(c1ccc(C(=O)N(C(C)C)C(C)C)cc1)=N[C@@H]1CCN(C)C[C@H]21. The result is 1 (inhibitor).